From a dataset of Reaction yield outcomes from USPTO patents with 853,638 reactions. Predict the reaction yield, written as a fraction of the theoretical maximum amount of product (1.0 means a 100% yield; for example, 0.34 means a 34% yield). (1) The reactants are [Li+].[OH-].[CH2:3]([O:23][CH:24]([CH2:38][CH3:39])[C:25]([NH:27][C@@H:28]([CH2:34][CH:35]([CH3:37])[CH3:36])[C:29]([O:31]CC)=[O:30])=[O:26])[CH2:4][CH2:5][CH2:6]/[CH:7]=[CH:8]\[CH2:9]/[CH:10]=[CH:11]\[CH2:12]/[CH:13]=[CH:14]\[CH2:15]/[CH:16]=[CH:17]\[CH2:18]/[CH:19]=[CH:20]\[CH2:21][CH3:22].Cl. The catalyst is CCO. The product is [CH2:3]([O:23][CH:24]([CH2:38][CH3:39])[C:25]([NH:27][C@@H:28]([CH2:34][CH:35]([CH3:37])[CH3:36])[C:29]([OH:31])=[O:30])=[O:26])[CH2:4][CH2:5][CH2:6]/[CH:7]=[CH:8]\[CH2:9]/[CH:10]=[CH:11]\[CH2:12]/[CH:13]=[CH:14]\[CH2:15]/[CH:16]=[CH:17]\[CH2:18]/[CH:19]=[CH:20]\[CH2:21][CH3:22]. The yield is 0.950. (2) The reactants are C(S[C:4]1[NH:5][C:6](=[O:13])[C:7]2[CH2:12][S:11][CH2:10][C:8]=2[N:9]=1)C.Cl.CC(O)=[O:17]. The catalyst is O. The product is [NH:9]1[C:8]2[CH2:10][S:11][CH2:12][C:7]=2[C:6](=[O:13])[NH:5][C:4]1=[O:17]. The yield is 0.800. (3) The catalyst is C(O)CO. The reactants are Cl[C:2]1[N:7]=[C:6]([NH:8][C:9]2[CH:14]=[CH:13][C:12]([O:15][CH2:16][CH3:17])=[CH:11][CH:10]=2)[C:5]([F:18])=[CH:4][N:3]=1.C(N(C(C)C)C(C)C)C.[CH2:28]1[CH2:38][O:37][C:36]2[CH:35]=[CH:34][C:32]([NH2:33])=[CH:31][C:30]=2[O:29]1. The yield is 0.600. The product is [CH2:16]([O:15][C:12]1[CH:13]=[CH:14][C:9]([NH:8][C:6]2[C:5]([F:18])=[CH:4][N:3]=[C:2]([NH:33][C:32]3[CH:34]=[CH:35][C:36]4[O:37][CH2:38][CH2:28][O:29][C:30]=4[CH:31]=3)[N:7]=2)=[CH:10][CH:11]=1)[CH3:17].